This data is from Full USPTO retrosynthesis dataset with 1.9M reactions from patents (1976-2016). The task is: Predict the reactants needed to synthesize the given product. (1) The reactants are: [Br:1][C:2]1[CH:3]=[N:4][C:5]2[N:6]([N:8]=[C:9]([C:11]([OH:13])=O)[CH:10]=2)[CH:7]=1.[CH3:14][CH:15]1[NH:20][CH2:19][CH2:18][N:17]2[C:21]([C:24]3[CH:29]=[CH:28][N:27]=[CH:26][N:25]=3)=[N:22][N:23]=[C:16]12. Given the product [Br:1][C:2]1[CH:3]=[N:4][C:5]2[N:6]([N:8]=[C:9]([C:11]([N:20]3[CH2:19][CH2:18][N:17]4[C:21]([C:24]5[CH:29]=[CH:28][N:27]=[CH:26][N:25]=5)=[N:22][N:23]=[C:16]4[CH:15]3[CH3:14])=[O:13])[CH:10]=2)[CH:7]=1, predict the reactants needed to synthesize it. (2) The reactants are: [CH3:1][N:2]1[CH2:7][CH2:6][N:5]([CH2:8][CH2:9][O:10][C:11]2[CH:12]=[C:13]([NH2:18])[C:14]([NH2:17])=[CH:15][CH:16]=2)[CH2:4][CH2:3]1.O.[N:20]#[C:21]Br. Given the product [CH3:1][N:2]1[CH2:7][CH2:6][N:5]([CH2:8][CH2:9][O:10][C:11]2[CH:16]=[CH:15][C:14]3[NH:17][C:21]([NH2:20])=[N:18][C:13]=3[CH:12]=2)[CH2:4][CH2:3]1, predict the reactants needed to synthesize it.